This data is from Catalyst prediction with 721,799 reactions and 888 catalyst types from USPTO. The task is: Predict which catalyst facilitates the given reaction. Reactant: [Br:1][C:2]1[CH:3]=[CH:4][C:5]([O:10][CH2:11][CH3:12])=[C:6]([CH:9]=1)[CH2:7]O.Cl.[F:14][C:15]1[CH:20]=[CH:19][C:18]([CH:21]([C:29]2[CH:34]=[CH:33][C:32]([F:35])=[CH:31][CH:30]=2)[CH:22]2[C:27](=[O:28])[CH2:26][CH2:25][NH:24][CH2:23]2)=[CH:17][CH:16]=1.C(N(C(C)C)CC)(C)C.C(=O)(O)[O-].[Na+]. Product: [F:14][C:15]1[CH:20]=[CH:19][C:18]([CH:21]([C:29]2[CH:30]=[CH:31][C:32]([F:35])=[CH:33][CH:34]=2)[CH:22]2[C:27](=[O:28])[CH2:26][CH2:25][N:24]([CH2:7][C:6]3[CH:9]=[C:2]([Br:1])[CH:3]=[CH:4][C:5]=3[O:10][CH2:11][CH3:12])[CH2:23]2)=[CH:17][CH:16]=1. The catalyst class is: 4.